From a dataset of Catalyst prediction with 721,799 reactions and 888 catalyst types from USPTO. Predict which catalyst facilitates the given reaction. (1) Reactant: [CH2:1]([N:3]([CH2:8][CH3:9])[CH2:4][C:5]([OH:7])=[O:6])[CH3:2].[OH:10][CH2:11][CH2:12][N:13]1[C:18](=[O:19])[CH2:17][CH2:16][CH:15]([N:20]2[C:28](=[O:29])[C:27]3[C:22](=[CH:23][CH:24]=[CH:25][CH:26]=3)[C:21]2=[O:30])[C:14]1=[O:31].[ClH:32].CO. Product: [ClH:32].[CH2:1]([N:3]([CH2:8][CH3:9])[CH2:4][C:5]([OH:7])=[O:6])[CH3:2].[OH:10][CH2:11][CH2:12][N:13]1[C:18](=[O:19])[CH2:17][CH2:16][CH:15]([N:20]2[C:21](=[O:30])[C:22]3[C:27](=[CH:26][CH:25]=[CH:24][CH:23]=3)[C:28]2=[O:29])[C:14]1=[O:31]. The catalyst class is: 2. (2) Reactant: [N+:1]([C:4]1[CH:5]=[C:6]([CH:8]=[CH:9][CH:10]=1)[NH2:7])([O-:3])=[O:2].C(N(CC)CC)C.[CH:18]1[C:27]2[C:22](=[CH:23][CH:24]=[CH:25][CH:26]=2)[CH:21]=[CH:20][C:19]=1[C:28](Cl)=[O:29].C(=O)(O)[O-].[Na+]. Product: [N+:1]([C:4]1[CH:5]=[C:6]([NH:7][C:28]([C:19]2[CH:20]=[CH:21][C:22]3[C:27](=[CH:26][CH:25]=[CH:24][CH:23]=3)[CH:18]=2)=[O:29])[CH:8]=[CH:9][CH:10]=1)([O-:3])=[O:2]. The catalyst class is: 12. (3) Reactant: O=P12OP3(OP(OP(O3)(O1)=O)(=O)O2)=O.[ClH:15].C(N(CC)CC)C.[CH:23]([C:26]1[CH:32]=[CH:31][C:29]([NH2:30])=[CH:28][CH:27]=1)([CH3:25])[CH3:24].[N:33]1[CH:38]=[CH:37][C:36]([CH2:39][C:40]2[C:49]3[C:44](=[CH:45][CH:46]=[CH:47][CH:48]=3)[C:43](=O)[NH:42][N:41]=2)=[CH:35][CH:34]=1. Product: [ClH:15].[ClH:15].[CH:23]([C:26]1[CH:32]=[CH:31][C:29]([NH:30][C:43]2[C:44]3[C:49](=[CH:48][CH:47]=[CH:46][CH:45]=3)[C:40]([CH2:39][C:36]3[CH:37]=[CH:38][N:33]=[CH:34][CH:35]=3)=[N:41][N:42]=2)=[CH:28][CH:27]=1)([CH3:25])[CH3:24]. The catalyst class is: 6. (4) Reactant: [CH3:1][O:2][C:3](=[O:12])[C:4]1[CH:9]=[CH:8][CH:7]=[C:6]([CH2:10]Br)[CH:5]=1.[C-:13]#[N:14].[Na+]. Product: [CH3:1][O:2][C:3](=[O:12])[C:4]1[CH:9]=[CH:8][CH:7]=[C:6]([CH2:10][C:13]#[N:14])[CH:5]=1. The catalyst class is: 6.